This data is from Reaction yield outcomes from USPTO patents with 853,638 reactions. The task is: Predict the reaction yield, written as a fraction of the theoretical maximum amount of product (1.0 means a 100% yield; for example, 0.34 means a 34% yield). (1) The reactants are [N+:1]([C:4]1[CH:11]=[CH:10][CH:9]=[CH:8][C:5]=1[CH:6]=O)([O-:3])=[O:2].[NH2:12][CH:13]1[CH2:18][CH2:17][N:16]([CH2:19][C:20]2[CH:25]=[CH:24][CH:23]=[CH:22][CH:21]=2)[CH2:15][CH2:14]1.[BH4-].[Na+].[Cl-].[NH4+]. The catalyst is C(O)C. The product is [CH2:19]([N:16]1[CH2:17][CH2:18][CH:13]([NH:12][CH2:6][C:5]2[CH:8]=[CH:9][CH:10]=[CH:11][C:4]=2[N+:1]([O-:3])=[O:2])[CH2:14][CH2:15]1)[C:20]1[CH:21]=[CH:22][CH:23]=[CH:24][CH:25]=1. The yield is 0.700. (2) The reactants are [OH-].[Na+].[C:11](O[C:11]([O:13][C:14]([CH3:17])([CH3:16])[CH3:15])=[O:12])([O:13][C:14]([CH3:17])([CH3:16])[CH3:15])=[O:12].Br.[Br:19][CH2:20][CH2:21][CH2:22][NH2:23]. The catalyst is O.CCCCCCC. The product is [Br:19][CH2:20][CH2:21][CH2:22][NH:23][C:11](=[O:12])[O:13][C:14]([CH3:15])([CH3:16])[CH3:17]. The yield is 0.840. (3) The reactants are [CH3:1][C:2]([CH3:20])([CH2:18][CH3:19])[CH2:3][CH2:4][C@H:5]([NH:9][C:10]([N:12]1[CH2:17][CH2:16][O:15][CH2:14][CH2:13]1)=[O:11])[C:6]([OH:8])=O.C1C=CC2N(O)N=NC=2C=1.C(Cl)CCl.[NH2:35][C:36]1([C:47]#[N:48])[CH2:41][CH2:40][N:39]([CH2:42][CH2:43][CH2:44][O:45][CH3:46])[CH2:38][CH2:37]1. The catalyst is ClCCl. The product is [C:47]([C:36]1([NH:35][C:6]([C@@H:5]([NH:9][C:10]([N:12]2[CH2:17][CH2:16][O:15][CH2:14][CH2:13]2)=[O:11])[CH2:4][CH2:3][C:2]([CH3:1])([CH3:20])[CH2:18][CH3:19])=[O:8])[CH2:41][CH2:40][N:39]([CH2:42][CH2:43][CH2:44][O:45][CH3:46])[CH2:38][CH2:37]1)#[N:48]. The yield is 0.258. (4) The reactants are [C:1]([O:5][C:6]([N:8]1[CH2:12][C:11](=[O:13])[CH2:10][CH:9]1[CH2:14][CH2:15][NH:16][C:17]([O:19][CH2:20][C:21]1[CH:26]=[CH:25][CH:24]=[CH:23][CH:22]=1)=[O:18])=[O:7])([CH3:4])([CH3:3])[CH3:2].C[Si]([N-][Si](C)(C)C)(C)C.[Na+].C1COCC1.[CH3:42][C:43]([Si:46](Cl)([CH3:48])[CH3:47])([CH3:45])[CH3:44]. The catalyst is C1COCC1. The product is [C:1]([O:5][C:6]([N:8]1[CH2:12][C:11]([O:13][Si:46]([C:43]([CH3:45])([CH3:44])[CH3:42])([CH3:48])[CH3:47])=[CH:10][CH:9]1[CH2:14][CH2:15][NH:16][C:17]([O:19][CH2:20][C:21]1[CH:22]=[CH:23][CH:24]=[CH:25][CH:26]=1)=[O:18])=[O:7])([CH3:4])([CH3:2])[CH3:3]. The yield is 0.830. (5) No catalyst specified. The product is [OH:34][CH2:33][CH2:32][CH2:31][C:25]1[CH:26]=[C:27]2[C:22](=[C:23]([NH2:35])[CH:24]=1)[N:21]=[C:20]([C:18]([OH:19])=[O:17])[CH:29]=[C:28]2[OH:30]. The reactants are OC1C2C(=C(N)C=CC=2)N=C(C(O)=O)C=1.C[O:17][C:18]([C:20]1[CH:29]=[C:28]([OH:30])[C:27]2[C:22](=[C:23]([NH2:35])[CH:24]=[C:25]([CH2:31][CH2:32][CH2:33][OH:34])[CH:26]=2)[N:21]=1)=[O:19]. The yield is 0.640.